From a dataset of Reaction yield outcomes from USPTO patents with 853,638 reactions. Predict the reaction yield, written as a fraction of the theoretical maximum amount of product (1.0 means a 100% yield; for example, 0.34 means a 34% yield). (1) The reactants are [I:1][C:2]1[CH:3]=[CH:4][C:5]2[N:6]([CH:8]=[C:9]([NH:11]C(=O)OC(C)(C)C)[N:10]=2)[N:7]=1.Cl.C(OCC)(=O)C.C(OCC)C. The catalyst is C(OCC)(=O)C. The product is [I:1][C:2]1[CH:3]=[CH:4][C:5]2[N:6]([CH:8]=[C:9]([NH2:11])[N:10]=2)[N:7]=1. The yield is 0.670. (2) The reactants are C[O:2][C:3](=O)[C:4]1[CH:9]=[CH:8][C:7]([O:10][CH2:11][C:12]2[C:13]([C:18]3[CH:23]=[CH:22][C:21]([CH3:24])=[CH:20][C:19]=3[F:25])=[N:14][O:15][C:16]=2[CH3:17])=[N:6][CH:5]=1.COC(=O)C1C=CC(OC[C:38]2[C:39]([C:44]3C=CC=CC=3F)=[N:40]OC=2C)=NC=1.C(N)(C)C. No catalyst specified. The product is [F:25][C:19]1[CH:20]=[C:21]([CH3:24])[CH:22]=[CH:23][C:18]=1[C:13]1[C:12]([CH2:11][O:10][C:7]2[CH:8]=[CH:9][C:4]([C:3]([NH:40][CH:39]([CH3:44])[CH3:38])=[O:2])=[CH:5][N:6]=2)=[C:16]([CH3:17])[O:15][N:14]=1. The yield is 0.420. (3) The reactants are [Br:1][C:2]1[CH:10]=[CH:9][CH:8]=[C:7]2[C:3]=1[CH:4]=[N:5][NH:6]2.Br[CH2:12][C:13]1[CH:18]=[CH:17][C:16]([F:19])=[CH:15][CH:14]=1. No catalyst specified. The product is [Br:1][C:2]1[C:3]2[C:7]([CH:8]=[CH:9][CH:10]=1)=[N:6][N:5]([CH2:12][C:13]1[CH:18]=[CH:17][C:16]([F:19])=[CH:15][CH:14]=1)[CH:4]=2. The yield is 0.800. (4) The reactants are Cl.[CH3:2][NH:3][O:4][CH3:5].C(N(CC)CC)C.[F:13][C:14]1[CH:15]=[C:16]2[C:20](=[CH:21][CH:22]=1)[NH:19][C:18]([C:23]([OH:25])=O)=[CH:17]2.Cl.C(N=C=NCCCN(C)C)C. The catalyst is ClCCl. The product is [F:13][C:14]1[CH:15]=[C:16]2[C:20](=[CH:21][CH:22]=1)[NH:19][C:18]([C:23]([N:3]([O:4][CH3:5])[CH3:2])=[O:25])=[CH:17]2. The yield is 0.280.